From a dataset of Forward reaction prediction with 1.9M reactions from USPTO patents (1976-2016). Predict the product of the given reaction. (1) Given the reactants C([O:4][C@H:5]1[C@H:10]([O:11]C(=O)C)[C@H:9]([O:15]C(=O)C)[C@H:8]([CH3:19])[O:7][C@H:6]1[CH2:20][CH:21]=[CH2:22])(=O)C.O(C)[Na], predict the reaction product. The product is: [C@@H:6]1([CH2:20][CH:21]=[CH2:22])[O:7][C@@H:8]([CH3:19])[C@@H:9]([OH:15])[C@@H:10]([OH:11])[C@@H:5]1[OH:4]. (2) Given the reactants NC1N=C2C=CC(C3C=C(NS(C)(=O)=[O:19])C(Cl)=NC=3)=NN2C=1C1C=CC=C(F)C=1.[Cl:30][C:31]1[N:36]=[CH:35][C:34]([C:37]2[CH:38]=[CH:39][C:40]3[N:41]([C:43]([C:50]4[CH:55]=[CH:54][C:53]([F:56])=[C:52]([C:57](N5CCOCC5)=[O:58])[CH:51]=4)=[C:44]([NH:46]C(=O)C)[N:45]=3)[N:42]=2)=[CH:33][C:32]=1[NH:65][S:66]([CH3:69])(=[O:68])=[O:67].[OH-].[Na+], predict the reaction product. The product is: [NH2:46][C:44]1[N:45]=[C:40]2[CH:39]=[CH:38][C:37]([C:34]3[CH:35]=[N:36][C:31]([Cl:30])=[C:32]([NH:65][S:66]([CH3:69])(=[O:68])=[O:67])[CH:33]=3)=[N:42][N:41]2[C:43]=1[C:50]1[CH:55]=[CH:54][C:53]([F:56])=[C:52]([CH:51]=1)[C:57]([OH:58])=[O:19].